Dataset: Reaction yield outcomes from USPTO patents with 853,638 reactions. Task: Predict the reaction yield, written as a fraction of the theoretical maximum amount of product (1.0 means a 100% yield; for example, 0.34 means a 34% yield). The reactants are [F:1][C:2]1[CH:7]=[CH:6][C:5]([CH2:8][C:9]2[CH:18]=[C:17]3[C:12]([C:13]([OH:33])=[C:14]([C:27]([NH:29][CH2:30][CH2:31][OH:32])=[O:28])[C:15](=[O:26])[N:16]3[CH2:19][C:20]3[N:21]([CH3:25])[CH:22]=[CH:23][N:24]=3)=[N:11][CH:10]=2)=[CH:4][CH:3]=1.[OH-].[Na+:35]. No catalyst specified. The product is [F:1][C:2]1[CH:7]=[CH:6][C:5]([CH2:8][C:9]2[CH:18]=[C:17]3[C:12]([C:13]([O-:33])=[C:14]([C:27]([NH:29][CH2:30][CH2:31][OH:32])=[O:28])[C:15](=[O:26])[N:16]3[CH2:19][C:20]3[N:21]([CH3:25])[CH:22]=[CH:23][N:24]=3)=[N:11][CH:10]=2)=[CH:4][CH:3]=1.[Na+:35]. The yield is 0.920.